Dataset: Full USPTO retrosynthesis dataset with 1.9M reactions from patents (1976-2016). Task: Predict the reactants needed to synthesize the given product. (1) Given the product [CH2:1]([N:8]1[CH:12]=[C:11]([C:23]2[CH2:28][CH2:27][CH2:26][C:25](=[O:29])[CH:24]=2)[CH:10]=[N:9]1)[C:2]1[CH:3]=[CH:4][CH:5]=[CH:6][CH:7]=1, predict the reactants needed to synthesize it. The reactants are: [CH2:1]([N:8]1[CH:12]=[C:11](B2OC(C)(C)C(C)(C)O2)[CH:10]=[N:9]1)[C:2]1[CH:7]=[CH:6][CH:5]=[CH:4][CH:3]=1.Br[C:23]1[CH2:28][CH2:27][CH2:26][C:25](=[O:29])[CH:24]=1.C([O-])([O-])=O.[Na+].[Na+]. (2) Given the product [NH2:1][C:2]1[N:7]=[C:6]([Cl:24])[C:5]([CH2:9][C:10]2[CH:19]=[CH:18][C:13]([C:14]([O:16][CH3:17])=[O:15])=[CH:12][C:11]=2[F:20])=[C:4]([CH3:21])[N:3]=1, predict the reactants needed to synthesize it. The reactants are: [NH2:1][C:2]1[N:7]=[C:6](O)[C:5]([CH2:9][C:10]2[CH:19]=[CH:18][C:13]([C:14]([O:16][CH3:17])=[O:15])=[CH:12][C:11]=2[F:20])=[C:4]([CH3:21])[N:3]=1.P(Cl)(Cl)([Cl:24])=O. (3) Given the product [Cl:1][C:2]1[CH:3]=[CH:4][C:5]2[N:10]=[N:9][C:8](=[O:12])[N:7]([CH2:13][CH2:14][N:15]3[CH2:20][CH2:19][CH:18]([NH:21][C:22](=[O:28])[O:23][C:24]([CH3:25])([CH3:26])[CH3:27])[CH2:17][CH2:16]3)[C:6]=2[CH:29]=1, predict the reactants needed to synthesize it. The reactants are: [Cl:1][C:2]1[CH:3]=[CH:4][C:5]2[N+:10]([O-])=[N:9][C:8](=[O:12])[N:7]([CH2:13][CH2:14][N:15]3[CH2:20][CH2:19][CH:18]([NH:21][C:22](=[O:28])[O:23][C:24]([CH3:27])([CH3:26])[CH3:25])[CH2:17][CH2:16]3)[C:6]=2[CH:29]=1. (4) Given the product [CH2:1]([N:4]([C:5](=[O:10])[C:6]([Br:9])([F:8])[F:7])[C:11](=[O:12])[O:13][C:14]([CH3:17])([CH3:16])[CH3:15])[CH:2]=[CH2:3], predict the reactants needed to synthesize it. The reactants are: [CH2:1]([NH:4][C:5](=[O:10])[C:6]([Br:9])([F:8])[F:7])[CH:2]=[CH2:3].[C:11](O[C:11]([O:13][C:14]([CH3:17])([CH3:16])[CH3:15])=[O:12])([O:13][C:14]([CH3:17])([CH3:16])[CH3:15])=[O:12].